From a dataset of Forward reaction prediction with 1.9M reactions from USPTO patents (1976-2016). Predict the product of the given reaction. (1) Given the reactants [Br:1][C:2]1[CH:3]=[C:4]([F:9])[C:5]([NH2:8])=[N:6][CH:7]=1.[CH2:10](OC(OCC)CBr)[CH3:11], predict the reaction product. The product is: [Br:1][C:2]1[CH:3]=[C:4]([F:9])[C:5]2[N:6]([CH:10]=[CH:11][N:8]=2)[CH:7]=1. (2) The product is: [CH3:13][N:14]1[CH2:18][CH2:17][CH2:16][CH:15]1[CH2:19][CH2:20][NH:21][CH2:11][C:1]1[C:10]2[C:5](=[CH:6][CH:7]=[CH:8][CH:9]=2)[CH:4]=[CH:3][CH:2]=1. Given the reactants [C:1]1([CH:11]=O)[C:10]2[C:5](=[CH:6][CH:7]=[CH:8][CH:9]=2)[CH:4]=[CH:3][CH:2]=1.[CH3:13][N:14]1[CH2:18][CH2:17][CH2:16][CH:15]1[CH2:19][CH2:20][NH2:21].[Na], predict the reaction product. (3) Given the reactants [C:1]1(O)[CH:6]=[CH:5][CH:4]=[CH:3][CH:2]=1.CC(O[C@H]1[C@@H:16]([CH2:17][C:18]2[CH:19]=[CH:20][C:21](OC)=[CH:22][CH:23]=2)NC[C@@H]1O)=O.C1C2C(CC3C[C:45](=[O:47])[NH:44]C3=O)C3C(=CC=CC=3)C=2C=CC=1.[OH2:48], predict the reaction product. The product is: [C:45](=[O:47])([O:48][CH2:16][CH:17]1[C:18]2[CH:23]=[CH:22][CH:21]=[CH:20][C:19]=2[C:6]2[C:1]1=[CH:2][CH:3]=[CH:4][CH:5]=2)[NH2:44]. (4) The product is: [C:6]([C:7]1[CH:8]=[CH:9][C:10]([N:13]2[C:17]([C:18]3[CH:23]=[CH:22][N:21]=[CH:20][CH:19]=3)=[CH:16][N:15]=[CH:14]2)=[CH:11][CH:12]=1)#[CH:5]. Given the reactants C[Si]([C:5]#[C:6][C:7]1[CH:12]=[CH:11][C:10]([N:13]2[C:17]([C:18]3[CH:23]=[CH:22][N:21]=[CH:20][CH:19]=3)=[CH:16][N:15]=[CH:14]2)=[CH:9][CH:8]=1)(C)C.CCCC[N+](CCCC)(CCCC)CCCC.[F-].C1COCC1, predict the reaction product. (5) Given the reactants [NH2:1][C:2]1[CH:3]=[C:4]([CH:10]=[CH:11][C:12]=1[NH:13][CH:14]1[CH2:21][CH2:20][CH2:19][CH2:18][CH2:17][CH2:16][CH2:15]1)[C:5]([O:7][CH2:8][CH3:9])=[O:6].CI.[C:24](=O)([O-])[O-].[K+].[K+], predict the reaction product. The product is: [CH:14]1([NH:13][C:12]2[CH:11]=[CH:10][C:4]([C:5]([O:7][CH2:8][CH3:9])=[O:6])=[CH:3][C:2]=2[NH:1][CH3:24])[CH2:21][CH2:20][CH2:19][CH2:18][CH2:17][CH2:16][CH2:15]1. (6) Given the reactants Cl[C:2]1[N:7]=[C:6]([C:8]2[N:12]3[CH:13]=[CH:14][CH:15]=[CH:16][C:11]3=[N:10][C:9]=2[C:17]2[CH:18]=[CH:19][C:20]([O:34][CH3:35])=[C:21]([CH:33]=2)[C:22]([NH:24][C:25]2[C:30]([F:31])=[CH:29][CH:28]=[CH:27][C:26]=2[F:32])=[O:23])[CH:5]=[CH:4][N:3]=1.[CH3:36][C:37]1[C:38]([CH:46]2[CH2:51][CH2:50][N:49]([CH2:52][CH2:53][S:54]([CH3:57])(=[O:56])=[O:55])[CH2:48][CH2:47]2)=[CH:39][C:40]([O:44][CH3:45])=[C:41]([CH:43]=1)[NH2:42].[C:58]1(C)C=CC(S(O)(=O)=O)=CC=1.C(O)C(F)(F)F.C[O-].[Na+], predict the reaction product. The product is: [F:32][C:26]1[CH:27]=[CH:28][CH:29]=[C:30]([F:31])[C:25]=1[NH:24][C:22](=[O:23])[C:21]1[CH:33]=[C:17]([C:9]2[N:10]=[C:11]3[CH:16]=[CH:15][CH:14]=[CH:13][N:12]3[C:8]=2[C:6]2[CH:5]=[CH:4][N:3]=[C:2]([NH:42][C:41]3[CH:43]=[C:37]([CH3:36])[C:38]([CH:46]4[CH2:51][CH2:50][N:49]([CH2:52][CH2:53][S:54]([CH3:57])(=[O:55])=[O:56])[CH2:48][CH2:47]4)=[CH:39][C:40]=3[O:44][CH3:45])[N:7]=2)[CH:18]=[CH:19][C:20]=1[O:34][CH2:35][CH3:58]. (7) Given the reactants [Cl:1][C:2]1[CH:7]=[C:6]([O:8][CH3:9])[C:5]([O:10][CH2:11][C:12]2[C:17]([O:18][CH3:19])=[CH:16][CH:15]=[C:14]([F:20])[C:13]=2[F:21])=[CH:4][C:3]=1[N:22]1[C:30](=[O:31])[NH:29][C:28]2[C:23]1=[N:24][CH:25]=[N:26][C:27]=2[CH2:32][OH:33], predict the reaction product. The product is: [Cl:1][C:2]1[CH:7]=[C:6]([O:8][CH3:9])[C:5]([O:10][CH2:11][C:12]2[C:17]([O:18][CH3:19])=[CH:16][CH:15]=[C:14]([F:20])[C:13]=2[F:21])=[CH:4][C:3]=1[N:22]1[C:30](=[O:31])[NH:29][C:28]2[C:23]1=[N:24][CH:25]=[N:26][C:27]=2[CH:32]=[O:33]. (8) Given the reactants [CH3:1][O:2][CH2:3][C:4]1[CH:9]=[C:8]([C:10]([F:13])([F:12])[F:11])[N:7]=[C:6]([O:14][CH:15]2[CH2:20][CH2:19][N:18](C(OC(C)(C)C)=O)[CH2:17][CH2:16]2)[CH:5]=1.Cl.O1CCOCC1, predict the reaction product. The product is: [CH3:1][O:2][CH2:3][C:4]1[CH:9]=[C:8]([C:10]([F:13])([F:11])[F:12])[N:7]=[C:6]([O:14][CH:15]2[CH2:20][CH2:19][NH:18][CH2:17][CH2:16]2)[CH:5]=1.